This data is from Catalyst prediction with 721,799 reactions and 888 catalyst types from USPTO. The task is: Predict which catalyst facilitates the given reaction. Reactant: [H-].[Al+3].[Li+].[H-].[H-].[H-].[CH2:7]([CH:9]1[NH:15][CH2:14][CH2:13][CH2:12][NH:11][C:10]1=O)[CH3:8]. Product: [CH2:7]([CH:9]1[CH2:10][NH:11][CH2:12][CH2:13][CH2:14][NH:15]1)[CH3:8]. The catalyst class is: 1.